This data is from Catalyst prediction with 721,799 reactions and 888 catalyst types from USPTO. The task is: Predict which catalyst facilitates the given reaction. Reactant: [F:1][C:2]1[CH:7]=[CH:6][C:5]([C:8]2[N:12]=[C:11]([CH3:13])[NH:10][C:9]=2[C:14](Cl)=[O:15])=[CH:4][CH:3]=1.C(Cl)Cl.[NH3:20]. Product: [F:1][C:2]1[CH:7]=[CH:6][C:5]([C:8]2[N:12]=[C:11]([CH3:13])[NH:10][C:9]=2[C:14]([NH2:20])=[O:15])=[CH:4][CH:3]=1. The catalyst class is: 61.